Dataset: Catalyst prediction with 721,799 reactions and 888 catalyst types from USPTO. Task: Predict which catalyst facilitates the given reaction. (1) Reactant: [CH2:1]([O:3][C:4]1[CH:9]=[CH:8][C:7]([NH:10][C:11]2[C:16]([N+:17]([O-])=O)=[CH:15][N:14]=[C:13]([NH:20][C:21]3[CH:22]=[N:23][N:24]([CH2:26][CH2:27][CH2:28][CH:29]4[CH2:34][CH2:33][N:32]([C:35]([O:37][C:38]([CH3:41])([CH3:40])[CH3:39])=[O:36])[CH2:31][CH2:30]4)[CH:25]=3)[N:12]=2)=[CH:6][CH:5]=1)[CH3:2]. Product: [NH2:17][C:16]1[C:11]([NH:10][C:7]2[CH:6]=[CH:5][C:4]([O:3][CH2:1][CH3:2])=[CH:9][CH:8]=2)=[N:12][C:13]([NH:20][C:21]2[CH:22]=[N:23][N:24]([CH2:26][CH2:27][CH2:28][CH:29]3[CH2:34][CH2:33][N:32]([C:35]([O:37][C:38]([CH3:40])([CH3:41])[CH3:39])=[O:36])[CH2:31][CH2:30]3)[CH:25]=2)=[N:14][CH:15]=1. The catalyst class is: 19. (2) Reactant: C[O:2][C:3]([C:5]1[S:9][C:8]2[CH:10]=[C:11]([O:14][CH3:15])[CH:12]=[CH:13][C:7]=2[CH:6]=1)=[O:4].[OH-].[Na+]. Product: [CH3:15][O:14][C:11]1[CH:12]=[CH:13][C:7]2[CH:6]=[C:5]([C:3]([OH:4])=[O:2])[S:9][C:8]=2[CH:10]=1. The catalyst class is: 5. (3) Reactant: [N:1]1([C:7]2[CH:28]=[CH:27][C:10]([NH:11][C:12]3[N:17]=[C:16]([C:18]4[N:22]([CH:23]([CH3:25])[CH3:24])[C:21]([CH3:26])=[N:20][CH:19]=4)[CH:15]=[CH:14][N:13]=3)=[CH:9][CH:8]=2)[CH2:6][CH2:5][NH:4][CH2:3][CH2:2]1.C(N(CC)CC)C.[C:36]([O:39][CH2:40][C:41](Cl)=[O:42])(=[O:38])[CH3:37]. Product: [C:36]([O:39][CH2:40][C:41]([N:4]1[CH2:5][CH2:6][N:1]([C:7]2[CH:28]=[CH:27][C:10]([NH:11][C:12]3[N:17]=[C:16]([C:18]4[N:22]([CH:23]([CH3:25])[CH3:24])[C:21]([CH3:26])=[N:20][CH:19]=4)[CH:15]=[CH:14][N:13]=3)=[CH:9][CH:8]=2)[CH2:2][CH2:3]1)=[O:42])(=[O:38])[CH3:37]. The catalyst class is: 448. (4) Reactant: [Cl:1][C:2]1[C:10]2[N:6]([C:7]([CH2:14][CH2:15][O:16][CH3:17])=[CH:8][C:9]=2[C:11]([OH:13])=O)[CH:5]=[CH:4][CH:3]=1.[F:18][C:19]1([F:28])[CH2:24][CH:23]([CH3:25])[CH2:22][CH:21]([CH2:26][NH2:27])[CH2:20]1.C1C=CC2N(O)N=NC=2C=1.CCN=C=NCCCN(C)C.CCN(C(C)C)C(C)C. Product: [Cl:1][C:2]1[C:10]2[N:6]([C:7]([CH2:14][CH2:15][O:16][CH3:17])=[CH:8][C:9]=2[C:11]([NH:27][CH2:26][CH:21]2[CH2:22][CH:23]([CH3:25])[CH2:24][C:19]([F:18])([F:28])[CH2:20]2)=[O:13])[CH:5]=[CH:4][CH:3]=1. The catalyst class is: 2. (5) Reactant: C[O:2][C:3]1[CH:10]=[CH:9][C:8]([O:11][C:12]2[C:20]([CH3:21])=[CH:19][C:18]([N+:22]([O-:24])=[O:23])=[C:17]3[C:13]=2[CH2:14][CH2:15][CH2:16]3)=[CH:7][C:4]=1[CH:5]=[O:6].B(Cl)(Cl)Cl.CO.Cl. Product: [OH:2][C:3]1[CH:10]=[CH:9][C:8]([O:11][C:12]2[C:20]([CH3:21])=[CH:19][C:18]([N+:22]([O-:24])=[O:23])=[C:17]3[C:13]=2[CH2:14][CH2:15][CH2:16]3)=[CH:7][C:4]=1[CH:5]=[O:6]. The catalyst class is: 4.